From a dataset of Full USPTO retrosynthesis dataset with 1.9M reactions from patents (1976-2016). Predict the reactants needed to synthesize the given product. (1) Given the product [F:17][C:13]1([F:18])[C:11]2[N:12]=[C:8]([C:4]3[CH:5]=[N:6][CH:7]=[C:2]([B:62]4[O:66][C:65]([CH3:68])([CH3:67])[C:64]([CH3:70])([CH3:69])[O:63]4)[CH:3]=3)[S:9][C:10]=2[CH2:16][CH2:15][CH2:14]1, predict the reactants needed to synthesize it. The reactants are: Br[C:2]1[CH:3]=[C:4]([C:8]2[S:9][C:10]3[CH2:16][CH2:15][CH2:14][C:13]([F:18])([F:17])[C:11]=3[N:12]=2)[CH:5]=[N:6][CH:7]=1.FC1(F)C2N=C(C3C=C(C4C(N(C)S(C)(=O)=O)=CC5OC(C6C=CC(F)=CC=6)=C(C(NC)=O)C=5C=4)C=NC=3)SC=2CCC1.[B:62]1([B:62]2[O:66][C:65]([CH3:68])([CH3:67])[C:64]([CH3:70])([CH3:69])[O:63]2)[O:66][C:65]([CH3:68])([CH3:67])[C:64]([CH3:70])([CH3:69])[O:63]1.CC([O-])=O.[K+]. (2) The reactants are: [F:1][C:2]1[C:7]([O:8][CH3:9])=[CH:6][CH:5]=[CH:4][C:3]=1[NH:10][C:11]1[N:19]=[CH:18][CH:17]=[CH:16][C:12]=1[C:13]([OH:15])=O.Cl.[NH2:21][C:22]([CH3:27])([CH2:25][CH3:26])[C:23]#[CH:24].C1C=CC2N(O)N=NC=2C=1.CCN=C=NCCCN(C)C.CCN(C(C)C)C(C)C. Given the product [F:1][C:2]1[C:7]([O:8][CH3:9])=[CH:6][CH:5]=[CH:4][C:3]=1[NH:10][C:11]1[N:19]=[CH:18][CH:17]=[CH:16][C:12]=1[C:13]([NH:21][C:22]([CH3:27])([CH2:25][CH3:26])[C:23]#[CH:24])=[O:15], predict the reactants needed to synthesize it. (3) Given the product [NH2:8][C:6]1[CH:5]=[CH:4][C:3]([C:11]([CH3:14])([CH3:15])[C:12]#[N:13])=[C:2]([Cl:1])[CH:7]=1, predict the reactants needed to synthesize it. The reactants are: [Cl:1][C:2]1[CH:7]=[C:6]([N+:8]([O-])=O)[CH:5]=[CH:4][C:3]=1[C:11]([CH3:15])([CH3:14])[C:12]#[N:13]. (4) Given the product [C@H:1]1([NH:10][C:11]2[CH:20]=[CH:19][C:18]3[C:13](=[CH:14][CH:15]=[C:16]([NH:21][C:24](=[O:25])[N:23]([CH3:22])[C:27]4[CH:32]=[CH:31][CH:30]=[CH:29][CH:28]=4)[CH:17]=3)[N:12]=2)[C:9]2[C:4](=[CH:5][CH:6]=[CH:7][CH:8]=2)[CH2:3][CH2:2]1, predict the reactants needed to synthesize it. The reactants are: [C@H:1]1([NH:10][C:11]2[CH:20]=[CH:19][C:18]3[C:13](=[CH:14][CH:15]=[C:16]([NH2:21])[CH:17]=3)[N:12]=2)[C:9]2[C:4](=[CH:5][CH:6]=[CH:7][CH:8]=2)[CH2:3][CH2:2]1.[CH3:22][N:23]([C:27]1[CH:32]=[CH:31][CH:30]=[CH:29][CH:28]=1)[C:24](Cl)=[O:25]. (5) Given the product [Br:27][CH2:28][CH2:29][CH2:30][C:31]([NH:14][C:13]1[CH:15]=[C:16]([O:17][CH3:18])[C:10]([CH2:9][O:8][Si:1]([C:4]([CH3:7])([CH3:6])[CH3:5])([CH3:3])[CH3:2])=[CH:11][C:12]=1[Cl:19])=[O:32], predict the reactants needed to synthesize it. The reactants are: [Si:1]([O:8][CH2:9][C:10]1[C:16]([O:17][CH3:18])=[CH:15][C:13]([NH2:14])=[C:12]([Cl:19])[CH:11]=1)([C:4]([CH3:7])([CH3:6])[CH3:5])([CH3:3])[CH3:2].C(N(CC)CC)C.[Br:27][CH2:28][CH2:29][CH2:30][C:31](Cl)=[O:32].C(OCC)(=O)C. (6) Given the product [CH2:38]([C:40]1[CH:45]=[CH:44][C:43]([C:13]2([CH3:15])[N:12]3[NH:19][CH:20]=[C:21]([C:22]([O:24][CH2:25][CH3:26])=[O:23])[C:11]3=[N:10][CH:9]=[CH:14]2)=[CH:42][CH:41]=1)[CH3:39], predict the reactants needed to synthesize it. The reactants are: C(C1C=CC([C:9]2[CH:14]=[C:13]([C:15](F)(F)F)[N:12]3[N:19]=[CH:20][C:21]([C:22]([O:24][CH2:25][CH3:26])=[O:23])=[C:11]3[N:10]=2)=CC=1)C.NC1C(C(OCC)=O)=CNN=1.[CH2:38]([C:40]1[CH:45]=[CH:44][C:43](C(=O)CC(=O)C)=[CH:42][CH:41]=1)[CH3:39].